From a dataset of Forward reaction prediction with 1.9M reactions from USPTO patents (1976-2016). Predict the product of the given reaction. (1) Given the reactants [OH:1][C:2]1[CH:3]=[C:4]([CH:9]=[C:10]([O:12][CH3:13])[CH:11]=1)[C:5]([O:7][CH3:8])=[O:6].[H-].[Na+].Br[CH2:17][CH2:18][O:19][CH3:20], predict the reaction product. The product is: [CH3:13][O:12][C:10]1[CH:9]=[C:4]([CH:3]=[C:2]([O:1][CH2:17][CH2:18][O:19][CH3:20])[CH:11]=1)[C:5]([O:7][CH3:8])=[O:6]. (2) Given the reactants [CH2:1]1[C:4]2([CH2:8][CH2:7][CH2:6][NH:5]2)[CH2:3][O:2]1.C(N(CC)CC)C.[CH3:16][O:17][C:18]1[CH:23]=[CH:22][C:21]([C:24]2[O:28][C:27]([C:29]([N:31]3[CH2:34][CH:33]([O:35][C:36]4[CH:43]=[CH:42][C:39]([CH:40]=O)=[CH:38][CH:37]=4)[CH2:32]3)=[O:30])=[N:26][N:25]=2)=[CH:20][CH:19]=1.[Na].C([O-])(O)=O.[Na+], predict the reaction product. The product is: [CH2:3]1[C:4]2([CH2:8][CH2:7][CH2:6][N:5]2[CH2:40][C:39]2[CH:38]=[CH:37][C:36]([O:35][CH:33]3[CH2:34][N:31]([C:29]([C:27]4[O:28][C:24]([C:21]5[CH:22]=[CH:23][C:18]([O:17][CH3:16])=[CH:19][CH:20]=5)=[N:25][N:26]=4)=[O:30])[CH2:32]3)=[CH:43][CH:42]=2)[CH2:1][O:2]1. (3) Given the reactants Cl.[NH2:2][OH:3].C([O-])(O)=O.[Na+].[C:9]1([CH2:19][NH:20][S:21]([C:24]2[CH:25]=[C:26]([CH:30]=[CH:31][C:32](Cl)=[O:33])[CH:27]=[CH:28][CH:29]=2)(=[O:23])=[O:22])[C:18]2[C:13](=[CH:14][CH:15]=[CH:16][CH:17]=2)[CH:12]=[CH:11][CH:10]=1.Cl, predict the reaction product. The product is: [OH:3][NH:2][C:32](=[O:33])[CH:31]=[CH:30][C:26]1[CH:27]=[CH:28][CH:29]=[C:24]([S:21](=[O:23])(=[O:22])[NH:20][CH2:19][C:9]2[C:18]3[C:13](=[CH:14][CH:15]=[CH:16][CH:17]=3)[CH:12]=[CH:11][CH:10]=2)[CH:25]=1. (4) Given the reactants Cl[C:2]1[N:7]=[C:6]([N:8]2[C@@H:12]([CH:13]([CH3:15])[CH3:14])[CH2:11][O:10][C:9]2=[O:16])[CH:5]=[CH:4][N:3]=1.[Cl:17][C:18]1[CH:23]=[CH:22][C:21]([CH:24]([NH2:26])[CH3:25])=[CH:20][CH:19]=1, predict the reaction product. The product is: [Cl:17][C:18]1[CH:23]=[CH:22][C:21]([C@H:24]([NH:26][C:2]2[N:7]=[C:6]([N:8]3[C@@H:12]([CH:13]([CH3:15])[CH3:14])[CH2:11][O:10][C:9]3=[O:16])[CH:5]=[CH:4][N:3]=2)[CH3:25])=[CH:20][CH:19]=1.[Cl:17][C:18]1[CH:23]=[CH:22][C:21]([C@@H:24]([NH:26][C:2]2[N:7]=[C:6]([N:8]3[C@@H:12]([CH:13]([CH3:15])[CH3:14])[CH2:11][O:10][C:9]3=[O:16])[CH:5]=[CH:4][N:3]=2)[CH3:25])=[CH:20][CH:19]=1.